Dataset: Forward reaction prediction with 1.9M reactions from USPTO patents (1976-2016). Task: Predict the product of the given reaction. (1) Given the reactants [C:1]([O:5][CH2:6][CH3:7])(=[O:4])[C:2]#[CH:3].C[Si]([N:12]=[N+:13]=[N-:14])(C)C, predict the reaction product. The product is: [N:12]1[NH:13][N:14]=[C:2]([C:1]([O:5][CH2:6][CH3:7])=[O:4])[CH:3]=1. (2) Given the reactants [Cl:1][C:2]1[C:3]([F:19])=[C:4]([N:8]2[C:12]([CH3:13])=[C:11]([C:14]([O:16]CC)=[O:15])[CH:10]=[N:9]2)[CH:5]=[CH:6][CH:7]=1.[OH-].[Na+], predict the reaction product. The product is: [Cl:1][C:2]1[C:3]([F:19])=[C:4]([N:8]2[C:12]([CH3:13])=[C:11]([C:14]([OH:16])=[O:15])[CH:10]=[N:9]2)[CH:5]=[CH:6][CH:7]=1. (3) Given the reactants [CH3:1][O:2][C:3]([C:5]1[CH:10]=[C:9]([Br:11])[C:8](=[O:12])[N:7]([CH2:13][CH2:14][C:15]2[CH:20]=[CH:19][CH:18]=[CH:17][CH:16]=2)[C:6]=1[CH2:21]Br)=[O:4].[CH3:23][O:24][C:25](=[O:38])[CH2:26][NH:27][S:28]([C:31]1[CH:36]=[CH:35][C:34]([CH3:37])=[CH:33][CH:32]=1)(=[O:30])=[O:29].[I-].[Na+].C(=O)([O-])[O-].[K+].[K+], predict the reaction product. The product is: [CH3:1][O:2][C:3]([C:5]1[CH:10]=[C:9]([Br:11])[C:8](=[O:12])[N:7]([CH2:13][CH2:14][C:15]2[CH:20]=[CH:19][CH:18]=[CH:17][CH:16]=2)[C:6]=1[CH2:21][N:27]([CH2:26][C:25]([O:24][CH3:23])=[O:38])[S:28]([C:31]1[CH:32]=[CH:33][C:34]([CH3:37])=[CH:35][CH:36]=1)(=[O:30])=[O:29])=[O:4]. (4) Given the reactants Br[C:2]1[N:7]=[C:6]([C:8]([O:10][CH3:11])=[O:9])[CH:5]=[CH:4][C:3]=1[F:12].[F:13][C:14]1[CH:15]=[C:16]([C:30]2([OH:33])[CH2:32][CH2:31]2)[CH:17]=[C:18]([F:29])[C:19]=1B1OC(C)(C)C(C)(C)O1, predict the reaction product. The product is: [F:13][C:14]1[CH:15]=[C:16]([C:30]2([OH:33])[CH2:31][CH2:32]2)[CH:17]=[C:18]([F:29])[C:19]=1[C:2]1[N:7]=[C:6]([C:8]([O:10][CH3:11])=[O:9])[CH:5]=[CH:4][C:3]=1[F:12]. (5) Given the reactants [OH:1][C:2]1[C:7](C(O)=O)=[CH:6][N:5]=[C:4]2[NH:11][N:12]=[CH:13][C:3]=12, predict the reaction product. The product is: [OH:1][C:2]1[CH:7]=[CH:6][N:5]=[C:4]2[NH:11][N:12]=[CH:13][C:3]=12. (6) Given the reactants [Br:1][C:2]1[C:10]2[NH:9][N:8]=[CH:7][C:6]=2[C:5]2[CH2:11][O:12][C:13](=[O:20])[C@H:14]([CH2:16][C:17]([OH:19])=O)[CH2:15][C:4]=2[CH:3]=1.C(N(CC)C(C)C)(C)C.CN(C(ON1N=NC2C=CC=CC1=2)=[N+](C)C)C.[B-](F)(F)(F)F.Cl.[NH:53]1[CH2:58][CH2:57][CH:56]([C:59]2[C:60](=[O:69])[NH:61][C:62]3[C:67]([CH:68]=2)=[CH:66][CH:65]=[CH:64][CH:63]=3)[CH2:55][CH2:54]1, predict the reaction product. The product is: [Br:1][C:2]1[C:10]2[NH:9][N:8]=[CH:7][C:6]=2[C:5]2[CH2:11][O:12][C:13](=[O:20])[C@H:14]([CH2:16][C:17](=[O:19])[N:53]3[CH2:54][CH2:55][CH:56]([C:59]4[C:60](=[O:69])[NH:61][C:62]5[C:67]([CH:68]=4)=[CH:66][CH:65]=[CH:64][CH:63]=5)[CH2:57][CH2:58]3)[CH2:15][C:4]=2[CH:3]=1. (7) Given the reactants [F:1][C:2]1[CH:7]=[CH:6][C:5]([C:8]2[CH:9]([C:26]3[CH:31]=[CH:30][C:29](I)=[CH:28][CH:27]=3)[O:10][C:11]3[C:16]([C:17]=2[CH3:18])=[CH:15][C:14]([O:19]C2CCCCO2)=[CH:13][CH:12]=3)=[CH:4][CH:3]=1.[N:33]1([CH2:38][CH2:39][OH:40])[CH2:37][CH2:36][CH2:35][CH2:34]1, predict the reaction product. The product is: [F:1][C:2]1[CH:7]=[CH:6][C:5]([C:8]2[CH:9]([C:26]3[CH:31]=[CH:30][C:29]([O:40][CH2:39][CH2:38][N:33]4[CH2:37][CH2:36][CH2:35][CH2:34]4)=[CH:28][CH:27]=3)[O:10][C:11]3[C:16]([C:17]=2[CH3:18])=[CH:15][C:14]([OH:19])=[CH:13][CH:12]=3)=[CH:4][CH:3]=1.